From a dataset of Full USPTO retrosynthesis dataset with 1.9M reactions from patents (1976-2016). Predict the reactants needed to synthesize the given product. (1) Given the product [F:1][C:2]([F:14])([F:15])[C:3]1[CH:4]=[C:5]([CH:6]=[C:7]([C:9]([F:10])([F:11])[F:12])[CH:8]=1)[O-:13].[CH2:30]([N+:21]([CH2:17][CH2:18][CH2:19][CH3:20])([CH2:22][CH2:23][CH2:24][CH3:25])[CH2:26][CH2:27][CH2:28][CH3:29])[CH2:31][CH2:32][CH3:33], predict the reactants needed to synthesize it. The reactants are: [F:1][C:2]([F:15])([F:14])[C:3]1[CH:4]=[C:5]([OH:13])[CH:6]=[C:7]([C:9]([F:12])([F:11])[F:10])[CH:8]=1.[OH-].[CH2:17]([N+:21]([CH2:30][CH2:31][CH2:32][CH3:33])([CH2:26][CH2:27][CH2:28][CH3:29])[CH2:22][CH2:23][CH2:24][CH3:25])[CH2:18][CH2:19][CH3:20]. (2) Given the product [CH3:23][N:24]([CH3:28])[CH2:25][CH2:26][O:1][C:2]1[CH:3]=[N:4][C:5]([C:8]([C:10]2[CH:11]=[CH:12][C:13]([O:16][CH:17]3[CH2:22][CH2:21][CH2:20][CH2:19][O:18]3)=[CH:14][CH:15]=2)=[O:9])=[N:6][CH:7]=1, predict the reactants needed to synthesize it. The reactants are: [OH:1][C:2]1[CH:3]=[N:4][C:5]([C:8]([C:10]2[CH:15]=[CH:14][C:13]([O:16][CH:17]3[CH2:22][CH2:21][CH2:20][CH2:19][O:18]3)=[CH:12][CH:11]=2)=[O:9])=[N:6][CH:7]=1.[CH3:23][N:24]([CH3:28])[CH2:25][CH2:26]O.C1C=CC(P(C2C=CC=CC=2)C2C=CC=CC=2)=CC=1.CC(OC(/N=N/C(OC(C)C)=O)=O)C. (3) The reactants are: Cl[C:2]1[CH:9]=[C:8]([C:10]2[C:11]([C:15]([F:18])([F:17])[F:16])=[N:12][NH:13][CH:14]=2)[CH:7]=[CH:6][C:3]=1[C:4]#[N:5].[S-2:19].[Na+].[Na+].O. Given the product [SH:19][C:2]1[CH:9]=[C:8]([C:10]2[C:11]([C:15]([F:18])([F:17])[F:16])=[N:12][NH:13][CH:14]=2)[CH:7]=[CH:6][C:3]=1[C:4]#[N:5], predict the reactants needed to synthesize it. (4) Given the product [NH2:53][C:51]1[CH:50]=[CH:49][C:31]([O:32][C:33]2[C:42]3[C:37](=[CH:38][C:39]([O:47][CH3:48])=[C:40]([C:43]([O:45][CH3:46])=[O:44])[CH:41]=3)[N:36]=[CH:35][CH:34]=2)=[C:30]([Cl:29])[CH:52]=1, predict the reactants needed to synthesize it. The reactants are: NC1C=CC(OC2C3C(=CC(OC)=C(C(OC(C)(C)C)=O)C=3)N=CC=2)=C(F)C=1.[Cl:29][C:30]1[CH:52]=[C:51]([N+:53]([O-])=O)[CH:50]=[CH:49][C:31]=1[O:32][C:33]1[C:42]2[C:37](=[CH:38][C:39]([O:47][CH3:48])=[C:40]([C:43]([O:45][CH3:46])=[O:44])[CH:41]=2)[N:36]=[CH:35][CH:34]=1.[Cl-].[NH4+]. (5) Given the product [CH2:1]([N:8]1[C:12]([CH:33]([OH:36])[CH2:34][CH3:35])=[C:11]([CH2:13][C@@H:14]2[C@@H:18]([CH2:19][CH2:20][CH2:21][CH2:22][CH2:23][CH2:24][CH3:25])[O:17][C:16]([CH3:26])([CH3:27])[O:15]2)[N:10]=[N:9]1)[C:2]1[CH:3]=[CH:4][CH:5]=[CH:6][CH:7]=1, predict the reactants needed to synthesize it. The reactants are: [CH2:1]([N:8]1[CH:12]=[C:11]([CH2:13][C@@H:14]2[C@@H:18]([CH2:19][CH2:20][CH2:21][CH2:22][CH2:23][CH2:24][CH3:25])[O:17][C:16]([CH3:27])([CH3:26])[O:15]2)[N:10]=[N:9]1)[C:2]1[CH:7]=[CH:6][CH:5]=[CH:4][CH:3]=1.C([Li])CCC.[CH:33](=[O:36])[CH2:34][CH3:35]. (6) Given the product [O:15]=[C:6]1[C:7]2[C:8](=[CH:11][CH:12]=[CH:13][CH:14]=2)[C:9](=[O:10])[N:5]1[CH2:4][CH2:3][CH2:2][N:19]1[CH2:18][CH2:17][N:16]([C:22]([O:24][C:25]([CH3:28])([CH3:27])[CH3:26])=[O:23])[CH2:21][CH2:20]1, predict the reactants needed to synthesize it. The reactants are: Br[CH2:2][CH2:3][CH2:4][N:5]1[C:9](=[O:10])[C:8]2=[CH:11][CH:12]=[CH:13][CH:14]=[C:7]2[C:6]1=[O:15].[N:16]1([C:22]([O:24][C:25]([CH3:28])([CH3:27])[CH3:26])=[O:23])[CH2:21][CH2:20][NH:19][CH2:18][CH2:17]1.[I-].[Na+].C(=O)([O-])[O-].[K+].[K+]. (7) Given the product [Cl:1][C:2]1[CH:3]=[CH:4][C:5]([C:8]([NH:9][C:10]2[N:14]([CH3:15])[N:13]=[N:12][N:11]=2)([C:16]2[CH:21]=[C:20]([C:22]([F:23])([F:25])[F:24])[CH:19]=[C:18]([F:26])[CH:17]=2)[CH2:27][C:28]2[CH:33]=[CH:32][CH:31]=[CH:30][CH:29]=2)=[N:6][CH:7]=1, predict the reactants needed to synthesize it. The reactants are: [Cl:1][C:2]1[CH:3]=[CH:4][C:5]([C:8]([C:16]2[CH:21]=[C:20]([C:22]([F:25])([F:24])[F:23])[CH:19]=[C:18]([F:26])[CH:17]=2)=[N:9][C:10]2[N:14]([CH3:15])[N:13]=[N:12][N:11]=2)=[N:6][CH:7]=1.[CH2:27]([Mg]Cl)[C:28]1[CH:33]=[CH:32][CH:31]=[CH:30][CH:29]=1. (8) The reactants are: C[O:2][C:3](=[O:32])[CH2:4][CH2:5][CH2:6][CH2:7][NH:8][C:9]([C:11]1[C:15]([CH3:16])=[C:14]([CH:17]=[N:18][N:19]=[C:20]2[C:28]3[C:23](=[CH:24][CH:25]=[C:26]([F:29])[CH:27]=3)[NH:22][C:21]2=[O:30])[NH:13][C:12]=1[CH3:31])=[O:10].CO.[Li+].[OH-].Cl. Given the product [F:29][C:26]1[CH:27]=[C:28]2[C:23](=[CH:24][CH:25]=1)[NH:22][C:21](=[O:30])[C:20]2=[N:19][N:18]=[CH:17][C:14]1[NH:13][C:12]([CH3:31])=[C:11]([C:9]([NH:8][CH2:7][CH2:6][CH2:5][CH2:4][C:3]([OH:32])=[O:2])=[O:10])[C:15]=1[CH3:16], predict the reactants needed to synthesize it. (9) Given the product [F:1][C:2]([F:13])([F:14])[CH2:3][C:4]([NH:6][C:7]1([C:10]([OH:12])=[O:11])[CH2:8][CH2:9]1)=[O:5], predict the reactants needed to synthesize it. The reactants are: [F:1][C:2]([F:14])([F:13])[CH2:3][C:4]([NH:6][C:7]1([C:10]([O-:12])=[O:11])[CH2:9][CH2:8]1)=[O:5]. (10) Given the product [Cl:1][C:2]1[N:10]=[C:9]([CH3:11])[CH:8]=[CH:7][C:3]=1[C:4]([NH:12][C:13]1[CH:14]=[CH:15][C:16]([N:19]2[CH2:20][CH2:21][N:22]([CH2:25][C:26]3[CH:33]=[CH:32][CH:31]=[C:28]([C:29]#[N:30])[CH:27]=3)[CH2:23][CH2:24]2)=[CH:17][CH:18]=1)=[O:6], predict the reactants needed to synthesize it. The reactants are: [Cl:1][C:2]1[N:10]=[C:9]([CH3:11])[CH:8]=[CH:7][C:3]=1[C:4]([OH:6])=O.[NH2:12][C:13]1[CH:18]=[CH:17][C:16]([N:19]2[CH2:24][CH2:23][N:22]([CH2:25][C:26]3[CH:27]=[C:28]([CH:31]=[CH:32][CH:33]=3)[C:29]#[N:30])[CH2:21][CH2:20]2)=[CH:15][CH:14]=1.O.ON1C2C=CC=CC=2N=N1.CN(C)CCCN=C=NCC.